From a dataset of hERG potassium channel inhibition data for cardiac toxicity prediction from Karim et al.. Regression/Classification. Given a drug SMILES string, predict its toxicity properties. Task type varies by dataset: regression for continuous values (e.g., LD50, hERG inhibition percentage) or binary classification for toxic/non-toxic outcomes (e.g., AMES mutagenicity, cardiotoxicity, hepatotoxicity). Dataset: herg_karim. The molecule is CCOC(=O)Nc1ccc([C@@H](c2ccc(C(=O)N(CC)CC)cc2)N2CCN(Cc3cscn3)CC2)cc1. The result is 1 (blocker).